Dataset: Forward reaction prediction with 1.9M reactions from USPTO patents (1976-2016). Task: Predict the product of the given reaction. (1) Given the reactants [N+:1]([C:4]1[CH:5]=[C:6]([CH:21]=[CH:22][C:23]=1[N+:24]([O-])=O)[NH:7][C:8](=[O:20])[C:9]1[CH:14]=[CH:13][C:12]([N:15]2[CH:19]=[CH:18][N:17]=[CH:16]2)=[CH:11][CH:10]=1)([O-])=O.[CH3:27][O:28][C:29]1[CH:36]=[CH:35][C:32]([CH:33]=O)=[CH:31][CH:30]=1, predict the reaction product. The product is: [N:15]1([C:12]2[CH:13]=[CH:14][C:9]([C:8]([NH:7][C:6]3[CH:21]=[CH:22][C:23]4[NH:24][C:33]([C:32]5[CH:35]=[CH:36][C:29]([O:28][CH3:27])=[CH:30][CH:31]=5)=[N:1][C:4]=4[CH:5]=3)=[O:20])=[CH:10][CH:11]=2)[CH:19]=[CH:18][N:17]=[CH:16]1. (2) Given the reactants [CH3:1][N:2]([CH3:29])[C:3]1([C:22]2[CH:27]=[CH:26][C:25]([F:28])=[CH:24][CH:23]=2)[CH2:8][CH2:7][CH:6]([CH2:9][C:10]([NH:12][CH2:13][CH2:14][CH2:15][C:16]2[CH:21]=[CH:20][CH:19]=[CH:18][CH:17]=2)=[O:11])[CH2:5][CH2:4]1.[ClH:30].CCOCC, predict the reaction product. The product is: [ClH:30].[CH3:29][N:2]([CH3:1])[C:3]1([C:22]2[CH:27]=[CH:26][C:25]([F:28])=[CH:24][CH:23]=2)[CH2:8][CH2:7][CH:6]([CH2:9][C:10]([NH:12][CH2:13][CH2:14][CH2:15][C:16]2[CH:17]=[CH:18][CH:19]=[CH:20][CH:21]=2)=[O:11])[CH2:5][CH2:4]1. (3) Given the reactants Br[C:2]1[CH:18]=[CH:17][C:5]([O:6][Si:7]([CH:14]([CH3:16])[CH3:15])([CH:11]([CH3:13])[CH3:12])[CH:8]([CH3:10])[CH3:9])=[C:4]([Cl:19])[C:3]=1[CH3:20].[Li]CCCC.C(O[B:30]1[O:34][C:33]([CH3:36])([CH3:35])[C:32]([CH3:38])([CH3:37])[O:31]1)(C)C, predict the reaction product. The product is: [Cl:19][C:4]1[C:3]([CH3:20])=[C:2]([B:30]2[O:34][C:33]([CH3:36])([CH3:35])[C:32]([CH3:38])([CH3:37])[O:31]2)[CH:18]=[CH:17][C:5]=1[O:6][Si:7]([CH:14]([CH3:16])[CH3:15])([CH:11]([CH3:13])[CH3:12])[CH:8]([CH3:10])[CH3:9].